Dataset: Reaction yield outcomes from USPTO patents with 853,638 reactions. Task: Predict the reaction yield, written as a fraction of the theoretical maximum amount of product (1.0 means a 100% yield; for example, 0.34 means a 34% yield). (1) The reactants are [F:1][C:2]([F:11])([F:10])[CH2:3][N:4]1[CH:8]=[C:7]([NH2:9])[CH:6]=[N:5]1.Cl[C:13]1[N:18]=[C:17]([CH2:19][CH2:20][C:21]2[CH:26]=[CH:25][CH:24]=[CH:23][C:22]=2[C:27]2([C:30]([NH2:32])=[O:31])[CH2:29][CH2:28]2)[C:16]([Cl:33])=[CH:15][N:14]=1.CC1C=CC(S(O)(=O)=O)=CC=1.O. The catalyst is O1CCOCC1. The product is [Cl:33][C:16]1[C:17]([CH2:19][CH2:20][C:21]2[CH:26]=[CH:25][CH:24]=[CH:23][C:22]=2[C:27]2([C:30]([NH2:32])=[O:31])[CH2:29][CH2:28]2)=[N:18][C:13]([NH:9][C:7]2[CH:6]=[N:5][N:4]([CH2:3][C:2]([F:1])([F:10])[F:11])[CH:8]=2)=[N:14][CH:15]=1. The yield is 0.260. (2) The product is [NH:26]1[C:34]2[C:29](=[CH:30][CH:31]=[CH:32][CH:33]=2)[C:28]([C:35](=[O:38])[CH2:36][NH:37][C:24](=[O:23])[NH:41][C:6]2[C:14]3[C:9](=[CH:10][CH:11]=[CH:12][CH:13]=3)[N:8]([C:15]([O:17][CH2:18][CH3:19])=[O:16])[CH:7]=2)=[CH:27]1. The reactants are N(C([C:6]1[C:14]2[C:9](=[CH:10][CH:11]=[CH:12][CH:13]=2)[N:8]([C:15]([O:17][CH2:18][CH3:19])=[O:16])[CH:7]=1)=O)=[N+]=[N-].C1[CH2:24][O:23]CC1.[Br-].[NH:26]1[C:34]2[C:29](=[CH:30][CH:31]=[CH:32][CH:33]=2)[C:28]([C:35](=[O:38])[CH2:36][NH3+:37])=[CH:27]1.C([N:41](C(C)C)C(C)C)C. The yield is 0.790. The catalyst is C1C=CC=CC=1. (3) The reactants are [CH3:1][N:2]([CH2:4][CH:5]([C:13]1([OH:19])[CH2:18][CH2:17][CH2:16][CH2:15][CH2:14]1)[C:6]1[CH:7]=[CH:8][C:9]([OH:12])=[CH:10][CH:11]=1)[CH3:3].[CH:20]([OH:22])=[O:21]. The catalyst is O1CCCC1. The product is [CH3:1][N:2]([CH2:4][CH:5]([C:13]1([OH:19])[CH2:18][CH2:17][CH2:16][CH2:15][CH2:14]1)[C:6]1[CH:7]=[CH:8][C:9]([OH:12])=[CH:10][CH:11]=1)[CH3:3].[CH:20]([O-:22])=[O:21]. The yield is 0.890. (4) The product is [Cl:17][C:18]1[CH:23]=[CH:22][C:21]([C:24]2[CH:25]=[CH:26][C:27]([C:30]([N:32]3[CH2:33][CH2:34][N:35]([C:43]([C:40]4([OH:39])[CH2:42][CH2:41]4)=[O:44])[CH2:36][CH2:37]3)=[O:31])=[CH:28][CH:29]=2)=[C:20]([F:38])[CH:19]=1. The reactants are C(N(CC)C(C)C)(C)C.FC(F)(F)C(O)=O.[Cl:17][C:18]1[CH:23]=[CH:22][C:21]([C:24]2[CH:29]=[CH:28][C:27]([C:30]([N:32]3[CH2:37][CH2:36][NH:35][CH2:34][CH2:33]3)=[O:31])=[CH:26][CH:25]=2)=[C:20]([F:38])[CH:19]=1.[OH:39][C:40]1([C:43](O)=[O:44])[CH2:42][CH2:41]1.CN(C(ON1N=NC2C1=CC=CC=2)=[N+](C)C)C.F[P-](F)(F)(F)(F)F. The catalyst is CN(C=O)C. The yield is 0.300. (5) The reactants are [OH:1][C:2]1[CH:3]=[C:4]([CH2:8][CH2:9][CH2:10][NH:11][C:12]2[N:17]=[C:16]([CH3:18])[C:15]([C:19]([NH:21][C@@H:22]([CH2:26][NH:27][C:28]([C:30]3[S:31][CH:32]=[CH:33][CH:34]=3)=[O:29])[C:23]([OH:25])=[O:24])=[O:20])=[C:14]([CH3:35])[N:13]=2)[CH:5]=[CH:6][CH:7]=1.S(Cl)(Cl)=O.[CH2:40](O)[CH2:41][CH3:42]. The catalyst is O1CCOCC1.CCOC(C)=O. The product is [CH2:40]([O:24][C:23](=[O:25])[C@@H:22]([NH:21][C:19]([C:15]1[C:16]([CH3:18])=[N:17][C:12]([NH:11][CH2:10][CH2:9][CH2:8][C:4]2[CH:5]=[CH:6][CH:7]=[C:2]([OH:1])[CH:3]=2)=[N:13][C:14]=1[CH3:35])=[O:20])[CH2:26][NH:27][C:28]([C:30]1[S:31][CH:32]=[CH:33][CH:34]=1)=[O:29])[CH2:41][CH3:42]. The yield is 0.520. (6) The reactants are [CH2:1]([N:4]([C:12]([O:14][C:15]([CH3:18])([CH3:17])[CH3:16])=[O:13])[CH2:5][CH2:6][CH2:7][CH2:8][C:9]([OH:11])=[O:10])[CH:2]=[CH2:3].[CH:19]1[C:32]2[C:23](=[CH:24][C:25]3[C:30]([C:31]=2[CH2:33][CH2:34]O)=[CH:29][CH:28]=[CH:27][CH:26]=3)[CH:22]=[CH:21][CH:20]=1.C(N=C=NC(C)C)(C)C. The catalyst is C(Cl)Cl.CN(C)C1C=CN=CC=1. The product is [CH2:1]([N:4]([C:12]([O:14][C:15]([CH3:18])([CH3:17])[CH3:16])=[O:13])[CH2:5][CH2:6][CH2:7][CH2:8][C:9]([O:11][CH2:34][CH2:33][C:31]1[C:32]2[C:23]([CH:24]=[C:25]3[C:30]=1[CH:29]=[CH:28][CH:27]=[CH:26]3)=[CH:22][CH:21]=[CH:20][CH:19]=2)=[O:10])[CH:2]=[CH2:3]. The yield is 0.590. (7) The reactants are [NH:1]1[CH2:5][CH2:4][C@@H:3]([OH:6])[CH2:2]1.C([O:9][C:10]([C:12]1[S:13][C:14]([C:17]2[C:18]([NH:35][CH:36]([CH3:38])[CH3:37])=[N:19][C:20]([C:23]3[CH:28]=[CH:27][CH:26]=[C:25]([C:29]4[CH:30]=[N:31][N:32]([CH3:34])[CH:33]=4)[CH:24]=3)=[N:21][CH:22]=2)=[N:15][N:16]=1)=O)C. The catalyst is C1COCC1.C(OCC)(=O)C. The product is [OH:6][C@@H:3]1[CH2:4][CH2:5][N:1]([C:10]([C:12]2[S:13][C:14]([C:17]3[C:18]([NH:35][CH:36]([CH3:38])[CH3:37])=[N:19][C:20]([C:23]4[CH:28]=[CH:27][CH:26]=[C:25]([C:29]5[CH:30]=[N:31][N:32]([CH3:34])[CH:33]=5)[CH:24]=4)=[N:21][CH:22]=3)=[N:15][N:16]=2)=[O:9])[CH2:2]1. The yield is 0.510. (8) The reactants are C(N(CC)CC)C.[CH2:8]([OH:10])[CH3:9].[N:11]1[CH:16]=[CH:15][CH:14]=[CH:13][C:12]=1[S:17](Cl)(=[O:19])=[O:18]. The catalyst is ClCCl. The product is [N:11]1[CH:16]=[CH:15][CH:14]=[CH:13][C:12]=1[S:17]([C:8](=[O:10])[CH3:9])(=[O:19])=[O:18]. The yield is 0.950. (9) The reactants are Cl[C:2]1[N:11]=[CH:10][C:9]2[N:8]([CH2:12][C:13]([O:15][C:16]([CH3:19])([CH3:18])[CH3:17])=[O:14])[CH2:7][C@H:6]3[CH2:20][O:21][CH2:22][CH2:23][N:5]3[C:4]=2[N:3]=1.[NH:24]1[C:32]2[CH:31]=[CH:30][CH:29]=[C:28](B(O)O)[C:27]=2[CH:26]=[CH:25]1.C(=O)([O-])[O-].[Na+].[Na+]. The catalyst is O1CCOCC1.O.CCOC(C)=O.C1C=CC([P]([Pd]([P](C2C=CC=CC=2)(C2C=CC=CC=2)C2C=CC=CC=2)([P](C2C=CC=CC=2)(C2C=CC=CC=2)C2C=CC=CC=2)[P](C2C=CC=CC=2)(C2C=CC=CC=2)C2C=CC=CC=2)(C2C=CC=CC=2)C2C=CC=CC=2)=CC=1. The product is [NH:24]1[C:32]2[C:27](=[C:28]([C:2]3[N:11]=[CH:10][C:9]4[N:8]([CH2:12][C:13]([O:15][C:16]([CH3:19])([CH3:18])[CH3:17])=[O:14])[CH2:7][C@H:6]5[CH2:20][O:21][CH2:22][CH2:23][N:5]5[C:4]=4[N:3]=3)[CH:29]=[CH:30][CH:31]=2)[CH:26]=[CH:25]1. The yield is 0.910.